This data is from Forward reaction prediction with 1.9M reactions from USPTO patents (1976-2016). The task is: Predict the product of the given reaction. (1) Given the reactants O[CH:2]([C:4]1[CH:5]=[CH:6][C:7]([CH3:18])=[C:8]([NH:10][C:11](=[O:17])[O:12][C:13]([CH3:16])([CH3:15])[CH3:14])[CH:9]=1)[CH3:3], predict the reaction product. The product is: [CH2:2]([C:4]1[CH:5]=[CH:6][C:7]([CH3:18])=[C:8]([NH:10][C:11](=[O:17])[O:12][C:13]([CH3:15])([CH3:14])[CH3:16])[CH:9]=1)[CH3:3]. (2) Given the reactants [CH3:1][N:2]1[C:10]2[C:5](=[CH:6][C:7]([O:11][CH2:12][CH2:13]OS(C3C=CC(C)=CC=3)(=O)=O)=[CH:8][CH:9]=2)[C:4]([S:25]([C:28]2[C:37]3[C:32](=[CH:33][CH:34]=[CH:35][CH:36]=3)[CH:31]=[CH:30][CH:29]=2)(=[O:27])=[O:26])=[N:3]1.[CH2:38]([NH:40][CH3:41])[CH3:39], predict the reaction product. The product is: [CH2:38]([N:40]([CH3:41])[CH2:13][CH2:12][O:11][C:7]1[CH:6]=[C:5]2[C:10](=[CH:9][CH:8]=1)[N:2]([CH3:1])[N:3]=[C:4]2[S:25]([C:28]1[C:37]2[C:32](=[CH:33][CH:34]=[CH:35][CH:36]=2)[CH:31]=[CH:30][CH:29]=1)(=[O:26])=[O:27])[CH3:39]. (3) Given the reactants [CH2:1]([NH:3][C:4]([NH:6][C:7]1[CH:12]=[C:11]([C:13]2[S:14][CH:15]=[C:16]([C:18]([F:21])([F:20])[F:19])[N:17]=2)[C:10](B2OC(C)(C)C(C)(C)O2)=[CH:9][N:8]=1)=[O:5])[CH3:2].Br[C:32]1[C:33]([CH2:42][CH3:43])=[N:34][CH:35]=[C:36]([CH:41]=1)[C:37]([O:39][CH3:40])=[O:38].C(=O)(O)[O-].[Na+].C(OCC)(=O)C, predict the reaction product. The product is: [CH2:42]([C:33]1[C:32]([C:10]2[CH:9]=[N:8][C:7]([NH:6][C:4]([NH:3][CH2:1][CH3:2])=[O:5])=[CH:12][C:11]=2[C:13]2[S:14][CH:15]=[C:16]([C:18]([F:19])([F:20])[F:21])[N:17]=2)=[CH:41][C:36]([C:37]([O:39][CH3:40])=[O:38])=[CH:35][N:34]=1)[CH3:43]. (4) Given the reactants [Cl:1][C:2]1[N:7]=[C:6]([NH:8][CH3:9])[N:5]=[C:4]([N:10]2[C@H:15]([CH3:16])[CH2:14][CH2:13][C@H:12]([C:17]([OH:19])=O)[CH2:11]2)[CH:3]=1.CCN(C(C)C)C(C)C.[NH2:29][C:30]1[CH:35]=[CH:34][CH:33]=[CH:32][CH:31]=1.CN(C(ON1N=NC2C=CC=NC1=2)=[N+](C)C)C.F[P-](F)(F)(F)(F)F, predict the reaction product. The product is: [Cl:1][C:2]1[N:7]=[C:6]([NH:8][CH3:9])[N:5]=[C:4]([N:10]2[C@H:15]([CH3:16])[CH2:14][CH2:13][C@H:12]([C:17]([NH:29][C:30]3[CH:35]=[CH:34][CH:33]=[CH:32][CH:31]=3)=[O:19])[CH2:11]2)[CH:3]=1. (5) Given the reactants [CH3:1][O:2][C:3]1[CH:8]=[C:7]([O:9][C:10]([F:13])([F:12])[F:11])[CH:6]=[CH:5][C:4]=1[C:14]1[N:19]=[C:18]2[C:20]([CH3:32])=[CH:21][N:22]([C@@H:23]([CH2:30][CH3:31])[CH2:24][O:25]S(C)(=O)=O)[C:17]2=[CH:16][C:15]=1[CH3:33].[NH:34]1[CH2:39][CH2:38][CH2:37][CH2:36][CH2:35]1.[C:40]([O-])(O)=[O:41].[Na+], predict the reaction product. The product is: [CH3:1][O:2][C:3]1[CH:8]=[C:7]([O:9][C:10]([F:13])([F:12])[F:11])[CH:6]=[CH:5][C:4]=1[C:14]1[N:19]=[C:18]2[C:20]([CH3:32])=[CH:21][N:22]([C@@H:23]([CH2:30][CH3:31])[CH2:24][O:25][C:40]([N:34]3[CH2:39][CH2:38][CH2:37][CH2:36][CH2:35]3)=[O:41])[C:17]2=[CH:16][C:15]=1[CH3:33]. (6) Given the reactants C([N:4]1[CH2:9][CH2:8][CH:7]([C:10]2[CH:15]=[CH:14][C:13]([NH:16][C:17]3[C:18]4[N:19]([CH:28]=[CH:29][N:30]=4)[C:20]([C:23]4[CH:24]=[N:25][NH:26][CH:27]=4)=[CH:21][N:22]=3)=[CH:12][CH:11]=2)[CH2:6][CH2:5]1)(C)C.Br[CH2:32][C:33]([NH2:35])=[O:34], predict the reaction product. The product is: [NH:25]1[CH:24]=[C:23]([C:20]2[N:19]3[CH:28]=[CH:29][N:30]=[C:18]3[C:17]([NH:16][C:13]3[CH:12]=[CH:11][C:10]([CH:7]4[CH2:8][CH2:9][N:4]([CH2:32][C:33]([NH2:35])=[O:34])[CH2:5][CH2:6]4)=[CH:15][CH:14]=3)=[N:22][CH:21]=2)[CH:27]=[N:26]1. (7) Given the reactants [C:1]1([CH2:7][C:8](Cl)=[O:9])[CH:6]=[CH:5][CH:4]=[CH:3][CH:2]=1.[Cl:11][C:12]1[CH:13]=[CH:14][C:15]([O:26][CH2:27][C:28]2[CH:33]=[CH:32][CH:31]=[CH:30][CH:29]=2)=[C:16]([CH2:18][C:19]2[N:24]=[C:23]([NH2:25])[CH:22]=[CH:21][CH:20]=2)[CH:17]=1, predict the reaction product. The product is: [Cl:11][C:12]1[CH:13]=[CH:14][C:15]([O:26][CH2:27][C:28]2[CH:33]=[CH:32][CH:31]=[CH:30][CH:29]=2)=[C:16]([CH2:18][C:19]2[N:24]=[C:23]([NH:25][C:8](=[O:9])[CH2:7][C:1]3[CH:6]=[CH:5][CH:4]=[CH:3][CH:2]=3)[CH:22]=[CH:21][CH:20]=2)[CH:17]=1. (8) The product is: [CH3:18][O:12][C:4]1[N:3]=[C:2]([CH3:1])[C:7]([N+:8]([O-:10])=[O:9])=[C:6]([CH3:11])[N:5]=1. Given the reactants [CH3:1][C:2]1[C:7]([N+:8]([O-:10])=[O:9])=[C:6]([CH3:11])[N:5]=[C:4]([OH:12])[N:3]=1.P(Cl)(Cl)(Cl)=O.[CH3:18][O-].[Na+], predict the reaction product. (9) The product is: [F:9][C:10]([F:21])([F:20])[C:11]([OH:13])=[O:12].[OH:1][N:2]1[C:6](=[O:7])[CH2:5][CH2:4][C:3]1=[O:8]. Given the reactants [OH:1][N:2]1[C:6](=[O:7])[CH2:5][CH2:4][C:3]1=[O:8].[F:9][C:10]([F:21])([F:20])[C:11]([O:13]C(=O)C(F)(F)F)=[O:12].C(N(CC(O)=O)CC(O)=O)CCCC#C.FC(F)(F)C([O-])=O.N#N, predict the reaction product. (10) Given the reactants [CH2:1]([N:8]1[C:16]2[C:11](=[CH:12][C:13]([O:17]COC)=[CH:14][CH:15]=2)[C:10]([CH2:21][NH:22][CH2:23][C:24]2[CH:29]=[C:28]([F:30])[CH:27]=[C:26]([F:31])[CH:25]=2)=[C:9]1[CH:32]([CH3:34])[CH3:33])[C:2]1[CH:7]=[CH:6][CH:5]=[CH:4][CH:3]=1.Cl, predict the reaction product. The product is: [CH2:1]([N:8]1[C:16]2[C:11](=[CH:12][C:13]([OH:17])=[CH:14][CH:15]=2)[C:10]([CH2:21][NH:22][CH2:23][C:24]2[CH:29]=[C:28]([F:30])[CH:27]=[C:26]([F:31])[CH:25]=2)=[C:9]1[CH:32]([CH3:34])[CH3:33])[C:2]1[CH:3]=[CH:4][CH:5]=[CH:6][CH:7]=1.